Predict the product of the given reaction. From a dataset of Forward reaction prediction with 1.9M reactions from USPTO patents (1976-2016). (1) The product is: [Br:1][C:2]1[CH:3]=[C:4]2[C:5]([C:11](=[O:15])[C:10](=[O:14])[NH:9]2)=[C:6]([F:8])[CH:7]=1. Given the reactants [Br:1][C:2]1[CH:3]=[C:4]([NH:9][C:10](=[O:14])/[CH:11]=N/O)[CH:5]=[C:6]([F:8])[CH:7]=1.[OH:15]S(O)(=O)=O, predict the reaction product. (2) Given the reactants [NH2:1][C:2]1[CH:7]=[CH:6][C:5]([CH:8](O)C)=[CH:4][CH:3]=1.C1C(=O)N([Br:18])C(=O)C1.CN([CH:22]=[O:23])C, predict the reaction product. The product is: [NH2:1][C:2]1[CH:7]=[CH:6][C:5]([CH2:8][CH2:22][OH:23])=[CH:4][C:3]=1[Br:18]. (3) Given the reactants [Cl:1][C:2]1[CH:3]=[CH:4][C:5]([OH:23])=[C:6]([CH:22]=1)[C:7]([NH:9][C@H:10]([C:12]1[CH:21]=[CH:20][C:15]([C:16]([O:18][CH3:19])=[O:17])=[CH:14][CH:13]=1)[CH3:11])=[O:8].[Cl:24][C:25]1[CH:26]=[C:27]([CH2:31]O)[CH:28]=[CH:29][CH:30]=1, predict the reaction product. The product is: [Cl:1][C:2]1[CH:3]=[CH:4][C:5]([O:23][CH2:31][C:27]2[CH:28]=[CH:29][CH:30]=[C:25]([Cl:24])[CH:26]=2)=[C:6]([CH:22]=1)[C:7]([NH:9][C@H:10]([C:12]1[CH:21]=[CH:20][C:15]([C:16]([O:18][CH3:19])=[O:17])=[CH:14][CH:13]=1)[CH3:11])=[O:8]. (4) The product is: [CH3:28][O:27][C:24]1[CH:23]=[CH:22][C:21]([N:20]2[CH:16]=[CH:17][C:18]([C:29]([OH:31])=[O:30])=[N:19]2)=[CH:26][CH:25]=1. Given the reactants [OH-].[Na+].NC(NCCOC1C=CC([C:16]2[N:20]([C:21]3[CH:26]=[CH:25][C:24]([O:27][CH3:28])=[CH:23][CH:22]=3)[N:19]=[C:18]([C:29]([O:31]CC)=[O:30])[CH:17]=2)=CC=1)=O, predict the reaction product. (5) Given the reactants [CH2:1]([O:8][C:9]1[C:14]([C:15]([NH2:17])=[O:16])=[C:13]([OH:18])[C:12]([N+:19]([O-])=O)=[CH:11][CH:10]=1)[C:2]1[CH:7]=[CH:6][CH:5]=[CH:4][CH:3]=1.C, predict the reaction product. The product is: [NH2:19][C:12]1[C:13]([OH:18])=[C:14]([C:9]([O:8][CH2:1][C:2]2[CH:3]=[CH:4][CH:5]=[CH:6][CH:7]=2)=[CH:10][CH:11]=1)[C:15]([NH2:17])=[O:16]. (6) Given the reactants [CH3:1][O:2][CH2:3][C:4](=O)[CH2:5][C:6]([O:8][CH3:9])=[O:7].COC(OC)[N:14]([CH3:16])C.O.[NH2:20]N, predict the reaction product. The product is: [CH3:1][O:2][CH2:3][C:4]1[C:5]([C:6]([O:8][CH3:9])=[O:7])=[CH:16][NH:14][N:20]=1.